Dataset: Forward reaction prediction with 1.9M reactions from USPTO patents (1976-2016). Task: Predict the product of the given reaction. Given the reactants [Cl:1][C:2]1[CH:11]=[CH:10][C:5]2[NH:6][C:7]([SH:9])=[N:8][C:4]=2[CH:3]=1.[OH-].[K+].F[C:15]1[CH:16]=[CH:17][C:18]([N+:25]([O-:27])=[O:26])=[C:19]2[C:23]=1[NH:22][CH:21]=[C:20]2[CH3:24], predict the reaction product. The product is: [Cl:1][C:2]1[CH:11]=[CH:10][C:5]2[NH:6][C:7]([S:9][C:15]3[CH:16]=[CH:17][C:18]([N+:25]([O-:27])=[O:26])=[C:19]4[C:23]=3[NH:22][CH:21]=[C:20]4[CH3:24])=[N:8][C:4]=2[CH:3]=1.